Binary Classification. Given a drug SMILES string, predict its activity (active/inactive) in a high-throughput screening assay against a specified biological target. From a dataset of Tyrosyl-DNA phosphodiesterase HTS with 341,365 compounds. (1) The compound is BrC(/C=N\NC(=O)CN1CCOCC1)=C/c1ccccc1. The result is 0 (inactive). (2) The drug is S(=O)(=O)(NCc1occc1)c1ccc(C(=O)N2CCN(CC2)C(OCC)=O)cc1. The result is 0 (inactive). (3) The molecule is Clc1c([N+]([O-])=O)cc(NC(=O)CN2C(=O)C3(NC2=O)CCCCCC3)cc1. The result is 0 (inactive). (4) The molecule is Fc1c(N2CCN(CC2)Cc2nc(nc(n2)N)Nc2ccccc2)cccc1. The result is 0 (inactive). (5) The drug is s1c(N2CCC(CC2)C)nn2c1ncc(c2=O)C(=O)NCCc1ccc(OCC)cc1. The result is 0 (inactive). (6) The compound is O(c1c(O)c2c(cc1OC)cccc(OC)c2=O)C. The result is 0 (inactive). (7) The molecule is Clc1cc(N(S(=O)(=O)c2cc(C(=O)Nc3cc4CCCc4cc3)ccc2)C)ccc1. The result is 0 (inactive). (8) The result is 0 (inactive). The molecule is O(C(=O)C1(CCN(CC1)C(=O)CCCn1ncnc1)CCCc1ccccc1)CC. (9) The molecule is S(=O)(=O)(NC(OC1C(Oc2c(C1=O)ccc(OC)c2)c1cc(ccc1)C(F)(F)F)=O)c1ccc(cc1)C. The result is 0 (inactive).